Task: Predict the product of the given reaction.. Dataset: Forward reaction prediction with 1.9M reactions from USPTO patents (1976-2016) (1) Given the reactants [CH3:1][N:2]1[CH2:7][CH2:6][N:5]([C:8]2[CH:9]=[N:10][C:11]3[C:16]([N:17]=2)=[CH:15][C:14]([C:18]2[CH:19]=[CH:20][C:21]([NH2:24])=[N:22][CH:23]=2)=[CH:13][CH:12]=3)[CH2:4][CH2:3]1.S(Cl)(Cl)(=O)=O.[C:30](OC(=O)C)(=[O:32])[CH3:31], predict the reaction product. The product is: [CH3:1][N:2]1[CH2:3][CH2:4][N:5]([C:8]2[CH:9]=[N:10][C:11]3[C:16]([N:17]=2)=[CH:15][C:14]([C:18]2[CH:19]=[CH:20][C:21]([NH:24][C:30](=[O:32])[CH3:31])=[N:22][CH:23]=2)=[CH:13][CH:12]=3)[CH2:6][CH2:7]1. (2) Given the reactants [Br:1][C:2]1[C:7]([CH:8]=[O:9])=[C:6]([OH:10])[C:5]([O:11][CH3:12])=[CH:4][CH:3]=1.[OH:13][CH2:14][C:15]([CH3:19])([CH2:17]O)[CH3:16].C(OCC)(OCC)OCC, predict the reaction product. The product is: [Br:1][C:2]1[C:7]([CH:8]2[O:13][CH2:14][C:15]([CH3:19])([CH3:17])[CH2:16][O:9]2)=[C:6]([OH:10])[C:5]([O:11][CH3:12])=[CH:4][CH:3]=1. (3) Given the reactants [OH:1][C:2]1[C:7]2[NH:8][C:9](=[O:12])[CH2:10][O:11][C:6]=2[CH:5]=[CH:4][CH:3]=1.C(=O)([O-])[O-].[K+].[K+].[CH2:19](Br)[C:20]1[CH:25]=[CH:24][CH:23]=[CH:22][CH:21]=1.O, predict the reaction product. The product is: [CH2:19]([O:1][C:2]1[C:7]2[NH:8][C:9](=[O:12])[CH2:10][O:11][C:6]=2[CH:5]=[CH:4][CH:3]=1)[C:20]1[CH:25]=[CH:24][CH:23]=[CH:22][CH:21]=1. (4) Given the reactants [C:1]1([S:7]([C:10]2[CH:11]=[C:12]3[C:17](=[CH:18][CH:19]=2)[C:16]([CH2:20][NH2:21])=[CH:15][CH:14]=[CH:13]3)(=[O:9])=[O:8])[CH:6]=[CH:5][CH:4]=[CH:3][CH:2]=1.[C:22](Cl)(=[O:24])[CH3:23], predict the reaction product. The product is: [C:1]1([S:7]([C:10]2[CH:11]=[C:12]3[C:17](=[CH:18][CH:19]=2)[C:16]([CH2:20][NH:21][C:22](=[O:24])[CH3:23])=[CH:15][CH:14]=[CH:13]3)(=[O:9])=[O:8])[CH:2]=[CH:3][CH:4]=[CH:5][CH:6]=1. (5) Given the reactants C(OC(=O)[NH:7][C:8]1[N:9]([CH3:26])[C:10](=[O:25])[C:11]([CH3:24])([CH3:23])[C@:12]([C:15]2[CH:20]=[C:19]([NH2:21])[CH:18]=[CH:17][C:16]=2[F:22])([CH3:14])[N:13]=1)(C)(C)C.[F:28][C:29]([F:35])([F:34])[CH2:30][C:31](O)=[O:32], predict the reaction product. The product is: [NH2:7][C:8]1[N:9]([CH3:26])[C:10](=[O:25])[C:11]([CH3:24])([CH3:23])[C@:12]([C:15]2[CH:20]=[C:19]([NH:21][C:31](=[O:32])[CH2:30][C:29]([F:35])([F:34])[F:28])[CH:18]=[CH:17][C:16]=2[F:22])([CH3:14])[N:13]=1. (6) Given the reactants C([O:3][C:4](=[O:34])[CH2:5][N:6]1[C:14]2[C:9](=[CH:10][CH:11]=[C:12]([O:15][CH2:16][C:17]3[N:18]([CH3:33])[N:19]=[C:20]([C:22]4[CH:27]=[CH:26][C:25]([O:28][C:29]([F:32])([F:31])[F:30])=[CH:24][CH:23]=4)[CH:21]=3)[CH:13]=2)[CH:8]=[CH:7]1)C.[Li+].[OH-], predict the reaction product. The product is: [CH3:33][N:18]1[C:17]([CH2:16][O:15][C:12]2[CH:13]=[C:14]3[C:9]([CH:8]=[CH:7][N:6]3[CH2:5][C:4]([OH:34])=[O:3])=[CH:10][CH:11]=2)=[CH:21][C:20]([C:22]2[CH:27]=[CH:26][C:25]([O:28][C:29]([F:32])([F:30])[F:31])=[CH:24][CH:23]=2)=[N:19]1.